This data is from Catalyst prediction with 721,799 reactions and 888 catalyst types from USPTO. The task is: Predict which catalyst facilitates the given reaction. (1) Reactant: [Br:1][C:2]1[CH:7]=[CH:6][C:5]([OH:8])=[C:4]([O:9][CH3:10])[CH:3]=1.C(=O)([O-])[O-].[K+].[K+].[F:17][C:18]1[CH:25]=[CH:24][CH:23]=[CH:22][C:19]=1[CH2:20]Br.C(OCC)C. Product: [Br:1][C:2]1[CH:7]=[CH:6][C:5]([O:8][CH2:20][C:19]2[CH:22]=[CH:23][CH:24]=[CH:25][C:18]=2[F:17])=[C:4]([O:9][CH3:10])[CH:3]=1. The catalyst class is: 10. (2) Reactant: [CH3:1][N:2]1[CH2:9][CH:8]2[CH:4]([CH2:5][NH:6][CH2:7]2)[CH2:3]1.Br[C:11]1[CH:23]=[CH:22][C:21]2[C:20]3[C:15](=[CH:16][C:17]([Br:24])=[CH:18][CH:19]=3)[C:14](=[O:25])[C:13]=2[CH:12]=1.C1(P(C2C=CC=CC=2)C2C=CC3C(=CC=CC=3)C=2C2C3C(=CC=CC=3)C=CC=2P(C2C=CC=CC=2)C2C=CC=CC=2)C=CC=CC=1.CC(C)([O-])C.[Na+]. Product: [Br:24][C:17]1[CH:18]=[CH:19][C:20]2[C:21]3[C:13](=[CH:12][C:11]([N:6]4[CH2:7][CH:8]5[CH:4]([CH2:3][N:2]([CH3:1])[CH2:9]5)[CH2:5]4)=[CH:23][CH:22]=3)[C:14](=[O:25])[C:15]=2[CH:16]=1. The catalyst class is: 101.